Dataset: Retrosynthesis with 50K atom-mapped reactions and 10 reaction types from USPTO. Task: Predict the reactants needed to synthesize the given product. (1) Given the product O=C(c1ccccc1Cl)N1CC[C@H](NCc2ccnc3ccccc23)C[C@H]1Cc1ccccc1, predict the reactants needed to synthesize it. The reactants are: O=C(c1ccccc1Cl)N1CC[C@H](N(Cc2ccnc3ccccc23)C(=O)C(F)(F)F)C[C@H]1Cc1ccccc1. (2) The reactants are: C=O.CCc1cc(Cl)c2c(c1)[C@H]1CNC[C@@H]1NC2=O. Given the product CCc1cc(Cl)c2c(c1)[C@H]1CN(C)C[C@@H]1NC2=O, predict the reactants needed to synthesize it. (3) Given the product CC(C)Oc1cc2[nH]ccc2cc1Oc1ccnc(N)c1, predict the reactants needed to synthesize it. The reactants are: CC(=O)Nc1cc(Oc2cc3cc[nH]c3cc2OC(C)C)ccn1. (4) Given the product COc1cc(SCC=C(c2ccc(I)cc2)c2ccc(I)cc2)ccc1OCC(=O)O, predict the reactants needed to synthesize it. The reactants are: COC(=O)COc1ccc(SCC=C(c2ccc(I)cc2)c2ccc(I)cc2)cc1OC.